This data is from Retrosynthesis with 50K atom-mapped reactions and 10 reaction types from USPTO. The task is: Predict the reactants needed to synthesize the given product. (1) Given the product C=C(C)COC[C@H]1CCCN1C(=O)OC(C)(C)C, predict the reactants needed to synthesize it. The reactants are: C=C(C)CBr.CC(C)(C)OC(=O)N1CCC[C@@H]1CO. (2) Given the product COC(=O)COc1ccc2ncc(OCCN3CCC(NC(=O)c4ccc5c(c4)NC(=O)CS5)CC3)nc2c1, predict the reactants needed to synthesize it. The reactants are: COC(=O)CBr.O=C1CSc2ccc(C(=O)NC3CCN(CCOc4cnc5ccc(O)cc5n4)CC3)cc2N1. (3) Given the product CNC(=O)C[C@H](C(=O)OC)C(C)C, predict the reactants needed to synthesize it. The reactants are: CN.COC(=O)[C@@H](CC(=O)O)C(C)C. (4) Given the product CC(C)(C)OC(=O)N1CCN(C(=O)c2ccc(-c3ccc4ncc(-c5ccc(C#N)cc5)n4c3)cc2N2CCN(C(=O)OC(C)(C)C)CC2)CC1, predict the reactants needed to synthesize it. The reactants are: CC(C)(C)OC(=O)N1CCN(C(=O)c2ccc(Br)cc2N2CCN(C(=O)OC(C)(C)C)CC2)CC1.CC1(C)OB(c2ccc3ncc(-c4ccc(C#N)cc4)n3c2)OC1(C)C. (5) Given the product O=C(Nc1cc(Cl)c(O)c(NS(=O)(=O)c2ccccc2[N+](=O)[O-])c1)NC1CCCCC1, predict the reactants needed to synthesize it. The reactants are: Nc1cc(NC(=O)NC2CCCCC2)cc(Cl)c1O.O=[N+]([O-])c1ccccc1S(=O)(=O)Cl. (6) Given the product CC1(C)C(=O)NN=C1c1ccc(O)c(F)c1, predict the reactants needed to synthesize it. The reactants are: COc1ccc(C2=NNC(=O)C2(C)C)cc1F. (7) Given the product C=C1C(=C)C2OC1C1=C2CC(C(C)=O)CC1, predict the reactants needed to synthesize it. The reactants are: C=C1C(=C)C2OC1C(=C)C2=C.C=CC(C)=O. (8) The reactants are: CCOC(=O)CCCOc1cccc(CCCCCCOc2cc(Br)cc(OCC)c2)c1CCC(=O)OCC.OB(O)c1cncnc1. Given the product CCOC(=O)CCCOc1cccc(CCCCCCOc2cc(OCC)cc(-c3cncnc3)c2)c1CCC(=O)OCC, predict the reactants needed to synthesize it. (9) Given the product N=C(N)NC[C@H]1CC[C@H](C(=O)Oc2ccc3ccccc3c2)CC1, predict the reactants needed to synthesize it. The reactants are: N=C(N)NC[C@H]1CC[C@H](C(=O)O)CC1.Oc1ccc2ccccc2c1. (10) Given the product COc1ccc2c(c1Cl)CC(CCF)C2=O, predict the reactants needed to synthesize it. The reactants are: CCOC(=O)C1(CCF)Cc2c(ccc(OC)c2Cl)C1=O.